Dataset: Forward reaction prediction with 1.9M reactions from USPTO patents (1976-2016). Task: Predict the product of the given reaction. (1) Given the reactants [CH:1]1([CH:4]([C:6]2[CH:11]=[CH:10][N:9]=[C:8]([O:12][CH3:13])[CH:7]=2)[OH:5])[CH2:3][CH2:2]1.C(N(CC)CC)C.O, predict the reaction product. The product is: [CH:1]1([C:4]([C:6]2[CH:11]=[CH:10][N:9]=[C:8]([O:12][CH3:13])[CH:7]=2)=[O:5])[CH2:2][CH2:3]1. (2) The product is: [CH3:11][O:12][C:7](=[O:9])[CH2:8][C:2]([CH3:10])([CH3:1])[CH2:3][C:4]([OH:6])=[O:5]. Given the reactants [CH3:1][C:2]1([CH3:10])[CH2:8][C:7](=[O:9])[O:6][C:4](=[O:5])[CH2:3]1.[CH3:11][O-:12].[Na+].C(OCC)C.Cl, predict the reaction product. (3) The product is: [C:46]([NH:50][C:37]([NH:36][C:32]1[C:33]([CH3:35])=[CH:34][C:29]2[O:28][CH2:27][C@H:26]([C:23]3[CH:24]=[CH:25][C:20]([CH:17]([CH3:19])[CH3:18])=[CH:21][CH:22]=3)[C:30]=2[C:31]=1[CH3:45])=[O:38])([CH3:49])([CH3:48])[CH3:47]. Given the reactants ClC(OCC(Cl)(Cl)Cl)=O.C(N(CC)CC)C.[CH:17]([C:20]1[CH:25]=[CH:24][C:23]([CH:26]2[C:30]3[C:31]([CH3:45])=[C:32]([NH:36][C:37](=O)[O:38]CC(Cl)(Cl)Cl)[C:33]([CH3:35])=[CH:34][C:29]=3[O:28][CH2:27]2)=[CH:22][CH:21]=1)([CH3:19])[CH3:18].[C:46]([NH2:50])([CH3:49])([CH3:48])[CH3:47], predict the reaction product. (4) Given the reactants [CH3:1][O:2][C:3]([C:5]1[N:6]=[C:7]([CH2:23][CH:24]2[CH2:28][CH2:27][CH2:26][CH2:25]2)[C:8]2[C:13]([CH:14]=1)=[CH:12][CH:11]=[C:10](OS(C(F)(F)F)(=O)=O)[CH:9]=2)=[O:4].[C:29]([O-:32])(=[O:31])C.[K+].C1C=CC(P(C2C=CC=CC=2)CCCP(C2C=CC=CC=2)C2C=CC=CC=2)=CC=1, predict the reaction product. The product is: [CH3:1][O:2][C:3]([C:5]1[N:6]=[C:7]([CH2:23][CH:24]2[CH2:28][CH2:27][CH2:26][CH2:25]2)[C:8]2[C:13]([CH:14]=1)=[CH:12][CH:11]=[C:10]([C:29]([OH:32])=[O:31])[CH:9]=2)=[O:4]. (5) Given the reactants Cl.[Cl:2][C:3]1[C:4]([NH:16][CH2:17][C@H:18]2[CH2:22][CH2:21][CH2:20][NH:19]2)=[N:5][C:6]([NH:9][C:10]2[CH:11]=[N:12][N:13]([CH3:15])[CH:14]=2)=[N:7][CH:8]=1.[C:23]([CH2:25][C:26](O)=[O:27])#[N:24].CN(C(ON1N=NC2C=CC=NC1=2)=[N+](C)C)C.F[P-](F)(F)(F)(F)F.CCN(C(C)C)C(C)C, predict the reaction product. The product is: [Cl:2][C:3]1[C:4]([NH:16][CH2:17][C@H:18]2[CH2:22][CH2:21][CH2:20][N:19]2[C:26](=[O:27])[CH2:25][C:23]#[N:24])=[N:5][C:6]([NH:9][C:10]2[CH:11]=[N:12][N:13]([CH3:15])[CH:14]=2)=[N:7][CH:8]=1.